From a dataset of Forward reaction prediction with 1.9M reactions from USPTO patents (1976-2016). Predict the product of the given reaction. (1) Given the reactants [NH2:1][C:2]1[CH:3]=[C:4]([C:8]2([CH2:20][OH:21])[CH:13]3[CH:9]2[CH2:10][N:11]([CH2:14][CH2:15][CH2:16][CH2:17][CH2:18][CH3:19])[CH2:12]3)[CH:5]=[CH:6][CH:7]=1.[CH2:22](N(CC)CC)C.Cl[C:30]([O:32][CH3:33])=[O:31].[C:34](=[O:37])([O-])[OH:35].[Na+], predict the reaction product. The product is: [C:34](=[O:37])([O:35][CH3:22])[O:21][CH2:20][C:8]1([C:4]2[CH:5]=[CH:6][CH:7]=[C:2]([NH:1][C:30]([O:32][CH3:33])=[O:31])[CH:3]=2)[CH:13]2[CH:9]1[CH2:10][N:11]([CH2:14][CH2:15][CH2:16][CH2:17][CH2:18][CH3:19])[CH2:12]2. (2) The product is: [F:1][C:2]([F:29])([C:22]1[CH:27]=[CH:26][CH:25]=[C:24]([CH3:28])[CH:23]=1)[CH2:3][O:4][CH2:5][CH2:6][CH2:7][CH2:8][CH2:9][CH2:10][NH2:11]. Given the reactants [F:1][C:2]([F:29])([C:22]1[CH:27]=[CH:26][CH:25]=[C:24]([CH3:28])[CH:23]=1)[CH2:3][O:4][CH2:5][CH2:6][CH2:7][CH2:8][CH2:9][CH2:10][N:11]1C(=O)C2C(=CC=CC=2)C1=O.FC(F)(C1C=CC=CC=1)COCCCCCCN, predict the reaction product. (3) Given the reactants [OH:1][C:2]1[CH:3]=[C:4]([CH2:12][C:13]([OH:15])=[O:14])[CH:5]=[C:6]([C:8]([F:11])([F:10])[F:9])[CH:7]=1.Cl[C:17]1[CH:24]=[CH:23][C:22]([S:25]([CH2:28][CH3:29])(=[O:27])=[O:26])=[CH:21][C:18]=1[C:19]#[N:20], predict the reaction product. The product is: [C:19]([C:18]1[CH:21]=[C:22]([S:25]([CH2:28][CH3:29])(=[O:27])=[O:26])[CH:23]=[CH:24][C:17]=1[O:1][C:2]1[CH:3]=[C:4]([CH2:12][C:13]([OH:15])=[O:14])[CH:5]=[C:6]([C:8]([F:9])([F:10])[F:11])[CH:7]=1)#[N:20]. (4) Given the reactants FC(F)(F)C(O)=O.[NH2:8][CH:9]([CH:21]1[CH:28]2[CH2:29][CH:24]3[CH2:25][C:26]([OH:31])([CH2:30][CH:22]1[CH2:23]3)[CH2:27]2)[C:10]([N:12]1[CH2:17][CH:16]2[CH:14]([CH2:15]2)[CH:13]1[C:18]([NH2:20])=[O:19])=[O:11].[C:32]([O:36][C:37]([NH:39][CH:40]([CH:51]([CH3:53])[CH3:52])[C:41]([N:43]1[CH2:47][CH2:46][CH2:45][CH:44]1[C:48](O)=[O:49])=[O:42])=[O:38])([CH3:35])([CH3:34])[CH3:33].CCN(C(C)C)C(C)C.CCN=C=NCCCN(C)C.Cl, predict the reaction product. The product is: [C:32]([O:36][C:37](=[O:38])[NH:39][CH:40]([C:41]([N:43]1[CH2:47][CH2:46][CH2:45][CH:44]1[C:48](=[O:49])[NH:8][CH:9]([CH:21]1[CH:22]2[CH2:23][CH:24]3[CH2:25][C:26]([OH:31])([CH2:27][CH:28]1[CH2:29]3)[CH2:30]2)[C:10]([N:12]1[CH2:17][CH:16]2[CH:14]([CH2:15]2)[CH:13]1[C:18](=[O:19])[NH2:20])=[O:11])=[O:42])[CH:51]([CH3:53])[CH3:52])([CH3:33])([CH3:34])[CH3:35]. (5) Given the reactants [N:1]([C:4]1[C:19]([N+:20]([O-:22])=[O:21])=[CH:18][CH:17]=[CH:16][C:5]=1[O:6][CH2:7][C:8]([C:10]1[CH:15]=[CH:14][CH:13]=[CH:12][N:11]=1)=[CH2:9])=[N+]=[N-], predict the reaction product. The product is: [N+:20]([C:19]1[C:4]2[N:1]3[CH2:9][C:8]3([C:10]3[CH:15]=[CH:14][CH:13]=[CH:12][N:11]=3)[CH2:7][O:6][C:5]=2[CH:16]=[CH:17][CH:18]=1)([O-:22])=[O:21]. (6) Given the reactants [H-].[Na+].[OH:3][C@@H:4]([CH2:15][O:16][CH:17]([CH3:19])[CH3:18])[C:5]([NH:7][C:8]1[CH:13]=[N:12][C:11]([CH3:14])=[CH:10][N:9]=1)=[O:6].Cl[C:21]1[N:26]=[CH:25][N:24]=[C:23]2[N:27]([C:30]3[C:35]([CH3:36])=[N:34][CH:33]=[CH:32][N:31]=3)[N:28]=[CH:29][C:22]=12.C(O)(=O)CC(CC(O)=O)(C(O)=O)O, predict the reaction product. The product is: [CH:17]([O:16][CH2:15][C@H:4]([O:3][C:21]1[N:26]=[CH:25][N:24]=[C:23]2[N:27]([C:30]3[C:35]([CH3:36])=[N:34][CH:33]=[CH:32][N:31]=3)[N:28]=[CH:29][C:22]=12)[C:5]([NH:7][C:8]1[CH:13]=[N:12][C:11]([CH3:14])=[CH:10][N:9]=1)=[O:6])([CH3:19])[CH3:18].